This data is from Reaction yield outcomes from USPTO patents with 853,638 reactions. The task is: Predict the reaction yield, written as a fraction of the theoretical maximum amount of product (1.0 means a 100% yield; for example, 0.34 means a 34% yield). (1) The reactants are [F:1][C:2]1[CH:11]=[C:10]([F:12])[C:5]2[NH:6][C:7]([CH3:9])=[N:8][C:4]=2[CH:3]=1.[Cl:13][C:14]1[CH:19]=[C:18](Cl)[N:17]=[C:16]([S:21][CH3:22])[N:15]=1.C([O-])([O-])=O.[Cs+].[Cs+].C(#N)C. The catalyst is ClCCl. The product is [Cl:13][C:14]1[N:15]=[C:16]([S:21][CH3:22])[N:17]=[C:18]([N:8]2[C:4]3[CH:3]=[C:2]([F:1])[CH:11]=[C:10]([F:12])[C:5]=3[N:6]=[C:7]2[CH3:9])[CH:19]=1. The yield is 0.600. (2) The reactants are [Br:1][C:2]1[CH:11]=[C:10]2[C:5]([N:6]=[CH:7][C:8](Cl)=[N:9]2)=[CH:4][CH:3]=1.[C:13]1([CH2:19][C:20]([NH2:22])=[O:21])[CH:18]=[CH:17][CH:16]=[CH:15][CH:14]=1.C(=O)([O-])[O-].[Cs+].[Cs+].CC1(C)C2C=CC=C(P(C3C=CC=CC=3)C3C=CC=CC=3)C=2OC2C1=CC=CC=2P(C1C=CC=CC=1)C1C=CC=CC=1. The catalyst is O1CCOCC1.[Cl-].[Na+].O.C([O-])(=O)C.[Pd+2].C([O-])(=O)C.O. The product is [Br:1][C:2]1[CH:11]=[C:10]2[C:5]([N:6]=[CH:7][C:8]([NH:22][C:20](=[O:21])[CH2:19][C:13]3[CH:18]=[CH:17][CH:16]=[CH:15][CH:14]=3)=[N:9]2)=[CH:4][CH:3]=1. The yield is 0.510. (3) The reactants are C([Si]([C:11]#[C:12][C:13]1[CH:14]=[CH:15][C:16]2[N:17]([CH2:38][CH:39]([OH:50])[CH2:40][NH:41][C:42]3[CH:47]=[CH:46][CH:45]=[C:44]([O:48][CH3:49])[CH:43]=3)[C:18]3[C:23]([C:24]=2[CH:25]=1)=[CH:22][C:21]([C:26]#[C:27][Si](C(C)C)(C(C)C)C(C)C)=[CH:20][CH:19]=3)(C(C)C)C(C)C)(C)C.CCCC[N+](CCCC)(CCCC)CCCC.[F-].C(O)(=O)C. The catalyst is C1COCC1.CCOC(C)=O. The product is [C:26]([C:21]1[CH:20]=[CH:19][C:18]2[N:17]([CH2:38][CH:39]([OH:50])[CH2:40][NH:41][C:42]3[CH:47]=[CH:46][CH:45]=[C:44]([O:48][CH3:49])[CH:43]=3)[C:16]3[C:24]([C:23]=2[CH:22]=1)=[CH:25][C:13]([C:12]#[CH:11])=[CH:14][CH:15]=3)#[CH:27]. The yield is 0.719. (4) The reactants are [CH3:1][O:2][C:3]1[CH:11]=[CH:10][CH:9]=[C:8]2[C:4]=1[C:5]([NH2:12])=[N:6][NH:7]2.C(N(CC)CC)C.[C:20](O[C:20]([O:22][C:23]([CH3:26])([CH3:25])[CH3:24])=[O:21])([O:22][C:23]([CH3:26])([CH3:25])[CH3:24])=[O:21]. The catalyst is CN(C1C=CN=CC=1)C.C(Cl)Cl.[Cl-].[Na+].O. The product is [NH2:12][C:5]1[C:4]2[C:8](=[CH:9][CH:10]=[CH:11][C:3]=2[O:2][CH3:1])[N:7]([C:20]([O:22][C:23]([CH3:26])([CH3:25])[CH3:24])=[O:21])[N:6]=1. The yield is 0.670. (5) The reactants are [CH2:1]([C@@H:5]1[NH:10][CH2:9][C@H:8]([CH2:11][CH:12]([CH3:14])[CH3:13])[NH:7][C:6]1=[O:15])[CH:2]([CH3:4])[CH3:3].Cl[CH2:17][C:18]([NH:20][C:21]1[C:26]([CH3:27])=[CH:25][CH:24]=[CH:23][C:22]=1[CH3:28])=[O:19].C([O-])([O-])=O.[K+].[K+].[Na+].[I-]. The catalyst is CN(C=O)C.O. The product is [CH2:1]([C@H:5]1[C:6](=[O:15])[NH:7][C@@H:8]([CH2:11][CH:12]([CH3:14])[CH3:13])[CH2:9][N:10]1[CH2:17][C:18]([NH:20][C:21]1[C:26]([CH3:27])=[CH:25][CH:24]=[CH:23][C:22]=1[CH3:28])=[O:19])[CH:2]([CH3:4])[CH3:3]. The yield is 0.540. (6) The reactants are [Cl:1][C:2]1[CH:7]=[CH:6][CH:5]=[CH:4][C:3]=1[CH:8]1[CH2:13][CH:12]([NH:14][C:15](=O)[C:16]2[CH:21]=[CH:20][CH:19]=[CH:18][N:17]=2)[C:11](=[O:23])[CH2:10][CH2:9]1.C([N+](CC)(CC)S(NC(=O)OC)(=O)=O)C. The catalyst is O1CCCC1. The product is [Cl:1][C:2]1[CH:7]=[CH:6][CH:5]=[CH:4][C:3]=1[CH:8]1[CH2:13][C:12]2[N:14]=[C:15]([C:16]3[CH:21]=[CH:20][CH:19]=[CH:18][N:17]=3)[O:23][C:11]=2[CH2:10][CH2:9]1. The yield is 0.210. (7) The reactants are [NH:1]1[C:5]2[CH:6]=[CH:7][CH:8]=[CH:9][C:4]=2[N:3]=[C:2]1[C:10]([N:12]1[CH2:15][CH:14]([C:16]2[C:17]([C:22]3[CH:27]=[CH:26][C:25]([C:28](=[O:30])[CH3:29])=[CH:24][CH:23]=3)=[N:18][CH:19]=[CH:20][N:21]=2)[CH2:13]1)=[O:11].[BH4-].[BH4-].[BH4-].[BH4-].[Na+].[Na+].[Na+].[Na+].[Cl-].[NH4+]. The catalyst is CO. The product is [NH:1]1[C:5]2[CH:6]=[CH:7][CH:8]=[CH:9][C:4]=2[N:3]=[C:2]1[C:10]([N:12]1[CH2:13][CH:14]([C:16]2[C:17]([C:22]3[CH:23]=[CH:24][C:25]([CH:28]([OH:30])[CH3:29])=[CH:26][CH:27]=3)=[N:18][CH:19]=[CH:20][N:21]=2)[CH2:15]1)=[O:11]. The yield is 0.750. (8) The reactants are [Na].[CH2:2]([N:9]1[C:17]2[C:16](=[O:18])[N:15]([CH2:19][CH2:20][CH2:21][OH:22])[C:14](=[O:23])[N:13]([CH2:24][CH3:25])[C:12]=2[N:11]=[C:10]1Cl)[C:3]1[CH:8]=[CH:7][CH:6]=[CH:5][CH:4]=1.[CH2:27]([OH:29])[CH3:28]. No catalyst specified. The product is [CH2:2]([N:9]1[C:17]2[C:16](=[O:18])[N:15]([CH2:19][CH2:20][CH2:21][OH:22])[C:14](=[O:23])[N:13]([CH2:24][CH3:25])[C:12]=2[N:11]=[C:10]1[O:29][CH2:27][CH3:28])[C:3]1[CH:8]=[CH:7][CH:6]=[CH:5][CH:4]=1. The yield is 0.779. (9) The reactants are [C:1]([C:5]1[CH:6]=[C:7]2[C:11](=[C:12]([C:16]3[CH:21]=[C:20]([C:22]([CH3:25])([CH3:24])[CH3:23])[CH:19]=[C:18]([C:26]([CH3:29])([CH3:28])[CH3:27])[CH:17]=3)[C:13]=1[O:14][CH3:15])[CH2:10][C:9]([CH3:30])=[CH:8]2)([CH3:4])([CH3:3])[CH3:2].C1(C)C=CC=CC=1.[Li]CCCC.[Cl:43][Si:44](Cl)([CH3:46])[CH3:45]. The catalyst is C1COCC1. The product is [C:1]([C:5]1[CH:6]=[C:7]2[C:11]([CH:10]=[C:9]([CH3:30])[CH:8]2[Si:44]([Cl:43])([CH3:46])[CH3:45])=[C:12]([C:16]2[CH:21]=[C:20]([C:22]([CH3:25])([CH3:24])[CH3:23])[CH:19]=[C:18]([C:26]([CH3:29])([CH3:28])[CH3:27])[CH:17]=2)[C:13]=1[O:14][CH3:15])([CH3:4])([CH3:3])[CH3:2]. The yield is 0.990. (10) The reactants are [CH3:1][O:2][CH2:3][CH2:4][O:5][C:6]1[CH:7]=[C:8]2[C:12](=[C:13]([N:15]([CH3:24])[S:16]([C:19]3[S:20][CH:21]=[CH:22][CH:23]=3)(=[O:18])=[O:17])[CH:14]=1)[NH:11][C:10]([C:25](O)=[O:26])=[CH:9]2.Cl.C[N:30](C)CCCN=C=NCC.CN(C)C=O. The catalyst is O. The product is [CH3:1][O:2][CH2:3][CH2:4][O:5][C:6]1[CH:7]=[C:8]2[C:12](=[C:13]([N:15]([CH3:24])[S:16]([C:19]3[S:20][CH:21]=[CH:22][CH:23]=3)(=[O:17])=[O:18])[CH:14]=1)[NH:11][C:10]([C:25]([NH2:30])=[O:26])=[CH:9]2. The yield is 0.940.